Dataset: Full USPTO retrosynthesis dataset with 1.9M reactions from patents (1976-2016). Task: Predict the reactants needed to synthesize the given product. (1) Given the product [Br:1][C:2]1[C:7](=[O:8])[N:6]([CH3:9])[N:5]=[C:4]([O:10][CH2:43][C@H:41]2[CH2:42][C@@H:40]2[C:33]2[C:34]3[C:39](=[CH:38][CH:37]=[CH:36][CH:35]=3)[N:31]([CH3:30])[N:32]=2)[CH:3]=1, predict the reactants needed to synthesize it. The reactants are: [Br:1][C:2]1[C:7](=[O:8])[N:6]([CH3:9])[NH:5][C:4](=[O:10])[CH:3]=1.C1C=CC(P(C2C=CC=CC=2)C2C=CC=CC=2)=CC=1.[CH3:30][N:31]1[C:39]2[C:34](=[CH:35][CH:36]=[CH:37][CH:38]=2)[C:33]([C@H:40]2[CH2:42][C@@H:41]2[CH2:43]O)=[N:32]1.CC(OC(/N=N/C(OC(C)C)=O)=O)C. (2) Given the product [F:1][C:2]1[CH:7]=[C:6]([F:8])[CH:5]=[CH:4][C:3]=1[C:9]1[N:10]2[C:15]([CH:16]=[CH:17][CH:18]=1)=[C:14]([C:19]1[CH:20]=[C:21]([CH:25]=[CH:26][C:27]=1[F:28])[C:22]([O:24][CH3:30])=[O:23])[C:13](=[O:29])[CH:12]=[CH:11]2, predict the reactants needed to synthesize it. The reactants are: [F:1][C:2]1[CH:7]=[C:6]([F:8])[CH:5]=[CH:4][C:3]=1[C:9]1[N:10]2[C:15]([CH:16]=[CH:17][CH:18]=1)=[C:14]([C:19]1[CH:20]=[C:21]([CH:25]=[CH:26][C:27]=1[F:28])[C:22]([OH:24])=[O:23])[C:13](=[O:29])[CH:12]=[CH:11]2.[C:30](Cl)(=O)C(Cl)=O. (3) Given the product [NH2:29][C:19]1[CH:20]=[CH:21][C:22]([O:25][CH:26]([CH3:28])[CH3:27])=[C:23]2[C:18]=1[C:17](=[O:32])[N:16]([CH3:15])[CH2:24]2, predict the reactants needed to synthesize it. The reactants are: NC1C=CC(OC)=C2C=1C(=O)N(C)C2.[CH3:15][N:16]1[CH2:24][C:23]2[C:18](=[C:19]([N+:29]([O-])=O)[CH:20]=[CH:21][C:22]=2[O:25][CH:26]([CH3:28])[CH3:27])[C:17]1=[O:32]. (4) Given the product [N+:54]([C:49]1[CH:50]=[CH:51][CH:52]=[CH:53][C:48]=1[CH:47]=[CH:46][CH2:45][N:23]([CH2:22][CH2:21][C@H:20]([NH2:57])[C:18]([OH:19])=[O:17])[CH2:24][C@@H:25]1[C@@H:29]([OH:30])[C@@H:28]([OH:32])[C@H:27]([N:35]2[CH:43]=[N:42][C:41]3[C:36]2=[N:37][CH:38]=[N:39][C:40]=3[NH2:44])[O:26]1)([O-:56])=[O:55], predict the reactants needed to synthesize it. The reactants are: CCS.B(F)(F)F.CCOCC.C([O:17][C:18]([C@@H:20]([NH:57]C(=O)OCC1C=CC=CC=1)[CH2:21][CH2:22][N:23]([CH2:45][CH:46]=[CH:47][C:48]1[CH:53]=[CH:52][CH:51]=[CH:50][C:49]=1[N+:54]([O-:56])=[O:55])[CH2:24][C@@H:25]1[C@H:29]2[O:30]C(C)(C)[O:32][C@H:28]2[C@H:27]([N:35]2[CH:43]=[N:42][C:41]3[C:36]2=[N:37][CH:38]=[N:39][C:40]=3[NH2:44])[O:26]1)=[O:19])(C)(C)C.